Dataset: Full USPTO retrosynthesis dataset with 1.9M reactions from patents (1976-2016). Task: Predict the reactants needed to synthesize the given product. Given the product [Cl:11][C:12]1[CH:17]=[C:16]([Cl:18])[CH:15]=[CH:14][C:13]=1[C:19]1[O:10][C:3]2[CH:4]=[CH:5][C:6]([O:8][CH3:9])=[CH:7][C:2]=2[N:1]=1, predict the reactants needed to synthesize it. The reactants are: [NH2:1][C:2]1[CH:7]=[C:6]([O:8][CH3:9])[CH:5]=[CH:4][C:3]=1[OH:10].[Cl:11][C:12]1[CH:17]=[C:16]([Cl:18])[CH:15]=[CH:14][C:13]=1[CH:19]=O.C(C1C(=O)C(Cl)=C(Cl)C(=O)C=1C#N)#N.